The task is: Binary Classification. Given a T-cell receptor sequence (or CDR3 region) and an epitope sequence, predict whether binding occurs between them.. This data is from TCR-epitope binding with 47,182 pairs between 192 epitopes and 23,139 TCRs. The epitope is RLRPGGKKK. The TCR CDR3 sequence is CASSDFRDRGHNEKLFF. Result: 0 (the TCR does not bind to the epitope).